This data is from NCI-60 drug combinations with 297,098 pairs across 59 cell lines. The task is: Regression. Given two drug SMILES strings and cell line genomic features, predict the synergy score measuring deviation from expected non-interaction effect. (1) Drug 1: CC12CCC(CC1=CCC3C2CCC4(C3CC=C4C5=CN=CC=C5)C)O. Drug 2: C#CCC(CC1=CN=C2C(=N1)C(=NC(=N2)N)N)C3=CC=C(C=C3)C(=O)NC(CCC(=O)O)C(=O)O. Cell line: SK-MEL-2. Synergy scores: CSS=-5.39, Synergy_ZIP=-1.17, Synergy_Bliss=-5.33, Synergy_Loewe=-7.75, Synergy_HSA=-7.16. (2) Drug 1: C1C(C(OC1N2C=C(C(=O)NC2=O)F)CO)O. Drug 2: C(CC(=O)O)C(=O)CN.Cl. Cell line: U251. Synergy scores: CSS=33.9, Synergy_ZIP=-10.4, Synergy_Bliss=-1.12, Synergy_Loewe=-36.7, Synergy_HSA=1.35. (3) Drug 1: CC1=C(C=C(C=C1)C(=O)NC2=CC(=CC(=C2)C(F)(F)F)N3C=C(N=C3)C)NC4=NC=CC(=N4)C5=CN=CC=C5. Drug 2: COC1=NC(=NC2=C1N=CN2C3C(C(C(O3)CO)O)O)N. Cell line: NCI/ADR-RES. Synergy scores: CSS=0.405, Synergy_ZIP=-3.81, Synergy_Bliss=-7.75, Synergy_Loewe=-12.1, Synergy_HSA=-6.04. (4) Drug 1: C1C(C(OC1N2C=C(C(=O)NC2=O)F)CO)O. Drug 2: C#CCC(CC1=CN=C2C(=N1)C(=NC(=N2)N)N)C3=CC=C(C=C3)C(=O)NC(CCC(=O)O)C(=O)O. Cell line: CAKI-1. Synergy scores: CSS=35.5, Synergy_ZIP=1.18, Synergy_Bliss=0.437, Synergy_Loewe=-8.41, Synergy_HSA=-2.57. (5) Drug 2: C1C(C(OC1N2C=C(C(=O)NC2=O)F)CO)O. Synergy scores: CSS=25.2, Synergy_ZIP=-2.31, Synergy_Bliss=0.0519, Synergy_Loewe=0.758, Synergy_HSA=2.61. Cell line: RXF 393. Drug 1: CS(=O)(=O)C1=CC(=C(C=C1)C(=O)NC2=CC(=C(C=C2)Cl)C3=CC=CC=N3)Cl. (6) Synergy scores: CSS=5.66, Synergy_ZIP=-3.55, Synergy_Bliss=-4.25, Synergy_Loewe=-19.6, Synergy_HSA=-2.22. Drug 1: C1CC(=O)NC(=O)C1N2CC3=C(C2=O)C=CC=C3N. Drug 2: C1=CC(=CC=C1CCC2=CNC3=C2C(=O)NC(=N3)N)C(=O)NC(CCC(=O)O)C(=O)O. Cell line: NCI-H322M.